From a dataset of Reaction yield outcomes from USPTO patents with 853,638 reactions. Predict the reaction yield, written as a fraction of the theoretical maximum amount of product (1.0 means a 100% yield; for example, 0.34 means a 34% yield). (1) The reactants are [Cl:1][C:2]1[C:3]([O:16][CH3:17])=[CH:4][C:5]([CH3:15])=[C:6]([C:8](=[O:14])[C:9]([O:11][CH2:12][CH3:13])=[O:10])[CH:7]=1. The catalyst is CC(O)=O.[Zn]. The product is [Cl:1][C:2]1[C:3]([O:16][CH3:17])=[CH:4][C:5]([CH3:15])=[C:6]([CH:8]([OH:14])[C:9]([O:11][CH2:12][CH3:13])=[O:10])[CH:7]=1. The yield is 0.920. (2) The reactants are [Br:1][C:2]1[C:3]([F:13])=[CH:4][C:5](F)=[C:6]([NH:8][C:9]([NH2:11])=[S:10])[CH:7]=1.[H-].[Na+]. The catalyst is CN1C(=O)CCC1. The product is [Br:1][C:2]1[C:3]([F:13])=[CH:4][C:5]2[S:10][C:9]([NH2:11])=[N:8][C:6]=2[CH:7]=1. The yield is 0.520. (3) The reactants are [NH2:1][C:2]1[CH:7]=[C:6]([F:8])[CH:5]=[CH:4][C:3]=1[NH:9][C:10](=[O:18])[C:11]1[CH:16]=[CH:15][C:14](Cl)=[N:13][CH:12]=1.[CH2:19]([NH2:22])[CH2:20][NH2:21]. No catalyst specified. The product is [NH2:1][C:2]1[CH:7]=[C:6]([F:8])[CH:5]=[CH:4][C:3]=1[NH:9][C:10](=[O:18])[C:11]1[CH:16]=[CH:15][C:14]([NH:21][CH2:20][CH2:19][NH2:22])=[N:13][CH:12]=1. The yield is 0.610. (4) The reactants are [CH2:1]([N:8]1[C:16]2[C:11](=[CH:12][CH:13]=[CH:14][CH:15]=2)[C:10]([CH2:17][CH2:18][CH2:19][CH2:20][CH3:21])=[C:9]1[C:22]1[CH:31]=[CH:30][C:29]2[C:24](=[CH:25][CH:26]=[C:27]([O:32]C)[CH:28]=2)[CH:23]=1)[C:2]1[CH:7]=[CH:6][CH:5]=[CH:4][CH:3]=1.B(Br)(Br)Br. The catalyst is C(Cl)Cl.C(Cl)(Cl)Cl. The product is [CH2:1]([N:8]1[C:16]2[C:11](=[CH:12][CH:13]=[CH:14][CH:15]=2)[C:10]([CH2:17][CH2:18][CH2:19][CH2:20][CH3:21])=[C:9]1[C:22]1[CH:23]=[C:24]2[C:29](=[CH:30][CH:31]=1)[CH:28]=[C:27]([OH:32])[CH:26]=[CH:25]2)[C:2]1[CH:3]=[CH:4][CH:5]=[CH:6][CH:7]=1. The yield is 0.850. (5) The product is [F:1][C:2]1[CH:7]=[C:6]([I:8])[CH:5]=[CH:4][C:3]=1[NH:9][C:10]1[C:11]([C:15]([O:17][CH3:18])=[O:16])=[CH:12][S:13][CH:14]=1. The catalyst is C1(C)C=CC=CC=1. The yield is 0.620. The reactants are [F:1][C:2]1[CH:7]=[C:6]([I:8])[CH:5]=[CH:4][C:3]=1[NH:9][C:10]1[CH2:14][S:13][CH2:12][C:11]=1[C:15]([O:17][CH3:18])=[O:16].ClC1C(=O)C(Cl)=C(Cl)C(=O)C=1Cl. (6) The reactants are [SH:1][C:2]1[O:6][C:5]([C:7]2[CH:12]=[CH:11][N:10]=[C:9]([NH:13][C:14](=[O:23])[CH2:15][CH2:16][C:17]3[CH:22]=[CH:21][CH:20]=[CH:19][CH:18]=3)[CH:8]=2)=[N:4][N:3]=1.[CH3:24][O:25][C:26]1[CH:33]=[CH:32][C:29]([CH2:30]Br)=[CH:28][C:27]=1[C:34]([F:37])([F:36])[F:35]. No catalyst specified. The product is [CH3:24][O:25][C:26]1[CH:33]=[CH:32][C:29]([CH2:30][S:1][C:2]2[O:6][C:5]([C:7]3[CH:12]=[CH:11][N:10]=[C:9]([NH:13][C:14](=[O:23])[CH2:15][CH2:16][C:17]4[CH:18]=[CH:19][CH:20]=[CH:21][CH:22]=4)[CH:8]=3)=[N:4][N:3]=2)=[CH:28][C:27]=1[C:34]([F:35])([F:37])[F:36]. The yield is 0.390. (7) The reactants are CS(O)(=O)=O.[NH2:6][CH2:7][C:8]1[CH:9]=[C:10]2[C:14](=[CH:15][CH:16]=1)[C:13](=[O:17])[N:12]([CH:18]1[CH2:23][CH2:22][C:21](=[O:24])[NH:20][C:19]1=[O:25])[CH2:11]2.C1N=CN([C:31](N2C=NC=C2)=[O:32])C=1.[C:38]([O:42][C:43]([N:45]1[CH2:50][CH2:49][CH:48]([NH2:51])[CH2:47][CH2:46]1)=[O:44])([CH3:41])([CH3:40])[CH3:39]. The product is [C:38]([O:42][C:43]([N:45]1[CH2:50][CH2:49][CH:48]([NH:51][C:31]([NH:6][CH2:7][C:8]2[CH:9]=[C:10]3[C:14](=[CH:15][CH:16]=2)[C:13](=[O:17])[N:12]([CH:18]2[CH2:23][CH2:22][C:21](=[O:24])[NH:20][C:19]2=[O:25])[CH2:11]3)=[O:32])[CH2:47][CH2:46]1)=[O:44])([CH3:41])([CH3:39])[CH3:40]. The yield is 0.270. The catalyst is CN(C=O)C.